Dataset: Forward reaction prediction with 1.9M reactions from USPTO patents (1976-2016). Task: Predict the product of the given reaction. (1) Given the reactants [CH2:1]([N:3]1[N:7]=[N:6][C:5]([CH2:8][N:9]2[C:14]3[CH:15]=[C:16]([C:18]4[CH:23]=[CH:22][C:21]([F:24])=[CH:20][C:19]=4[O:25][CH3:26])[S:17][C:13]=3[C:12](=[O:27])[N:11]([CH:28]3[CH2:33][CH2:32][N:31](C(OC(C)(C)C)=O)[CH2:30][CH2:29]3)[C:10]2=[O:41])=[N:4]1)[CH3:2].[ClH:42], predict the reaction product. The product is: [ClH:42].[CH2:1]([N:3]1[N:7]=[N:6][C:5]([CH2:8][N:9]2[C:14]3[CH:15]=[C:16]([C:18]4[CH:23]=[CH:22][C:21]([F:24])=[CH:20][C:19]=4[O:25][CH3:26])[S:17][C:13]=3[C:12](=[O:27])[N:11]([CH:28]3[CH2:33][CH2:32][NH:31][CH2:30][CH2:29]3)[C:10]2=[O:41])=[N:4]1)[CH3:2]. (2) Given the reactants [CH3:1][C:2]1[O:6][N:5]=[C:4]([OH:7])[CH:3]=1.C(=O)([O-])[O-].[K+].[K+].F[C:15]1[CH:22]=[CH:21][C:18]([CH:19]=[O:20])=[CH:17][CH:16]=1, predict the reaction product. The product is: [CH3:1][C:2]1[O:6][N:5]=[C:4]([O:7][C:15]2[CH:22]=[CH:21][C:18]([CH:19]=[O:20])=[CH:17][CH:16]=2)[CH:3]=1.